Dataset: Catalyst prediction with 721,799 reactions and 888 catalyst types from USPTO. Task: Predict which catalyst facilitates the given reaction. (1) Reactant: [NH2:1][C:2]1[N:7]=[C:6]([N:8]2[C@H:13]([CH3:14])[CH2:12][CH2:11][C@H:10]([C:15]([NH:17][CH2:18][C:19]3[CH:24]=[CH:23][CH:22]=[CH:21][C:20]=3[F:25])=[O:16])[CH2:9]2)[CH:5]=[C:4]([C:26]2[CH:31]=[CH:30][C:29]([C:32]#[N:33])=[C:28](F)[CH:27]=2)[N:3]=1.CCO.CCN(C(C)C)C(C)C.[NH2:47][NH2:48]. Product: [NH2:1][C:2]1[N:7]=[C:6]([N:8]2[C@H:13]([CH3:14])[CH2:12][CH2:11][C@H:10]([C:15]([NH:17][CH2:18][C:19]3[CH:24]=[CH:23][CH:22]=[CH:21][C:20]=3[F:25])=[O:16])[CH2:9]2)[CH:5]=[C:4]([C:26]2[CH:27]=[C:28]3[C:29]([C:32]([NH2:33])=[N:47][NH:48]3)=[CH:30][CH:31]=2)[N:3]=1. The catalyst class is: 5. (2) Reactant: [Cl:1][C:2]1[CH:3]=[C:4]([C:8]2[CH:13]=[CH:12][C:11]([CH2:14][C@@H:15]([NH:24][C:25]([C:27]3[O:31][C:30]([CH2:32][CH3:33])=[N:29][CH:28]=3)=[O:26])[CH2:16][CH:17]([CH3:23])[C:18]([O:20]CC)=[O:19])=[CH:10][CH:9]=2)[CH:5]=[CH:6][CH:7]=1.[OH-].[Na+]. Product: [Cl:1][C:2]1[CH:3]=[C:4]([C:8]2[CH:13]=[CH:12][C:11]([CH2:14][C@@H:15]([NH:24][C:25]([C:27]3[O:31][C:30]([CH2:32][CH3:33])=[N:29][CH:28]=3)=[O:26])[CH2:16][C@H:17]([CH3:23])[C:18]([OH:20])=[O:19])=[CH:10][CH:9]=2)[CH:5]=[CH:6][CH:7]=1. The catalyst class is: 5. (3) Reactant: C(Cl)Cl.C([O:8][C:9]([C@@H:11]([NH:21][C:22](=[O:155])[NH:23][C@H:24]([C:148]([O:150]C(C)(C)C)=[O:149])[CH2:25][CH2:26][CH2:27][CH2:28][NH:29][C:30](=[O:147])[CH2:31][N:32]([CH2:70][CH2:71][N:72]([CH2:110][C:111](=[O:146])[NH:112][CH2:113][CH2:114][CH2:115][CH2:116][C@@H:117]([C:139]([O:141]C(C)(C)C)=[O:140])[NH:118][C:119](=[O:138])[NH:120][C@H:121]([C:131]([O:133]C(C)(C)C)=[O:132])[CH2:122][CH2:123][C:124](=[O:130])[O:125]C(C)(C)C)[CH2:73][C:74](=[O:109])[NH:75][CH2:76][CH2:77][CH2:78][CH2:79][C@@H:80]([C:102]([O:104]C(C)(C)C)=[O:103])[NH:81][C:82](=[O:101])[NH:83][C@H:84]([C:94]([O:96]C(C)(C)C)=[O:95])[CH2:85][CH2:86][C:87]([O:89]C(C)(C)C)=[O:88])[CH2:33][C:34](=[O:69])[NH:35][CH2:36][CH2:37][CH2:38][CH2:39][C@@H:40]([C:62]([O:64]C(C)(C)C)=[O:63])[NH:41][C:42](=[O:61])[NH:43][C@H:44]([C:54]([O:56]C(C)(C)C)=[O:55])[CH2:45][CH2:46][C:47]([O:49]C(C)(C)C)=[O:48])[CH2:12][CH2:13][C:14](=[O:20])[O:15]C(C)(C)C)=[O:10])(C)(C)C. Product: [C:139]([C@@H:117]([NH:118][C:119]([NH:120][C@H:121]([C:131]([OH:133])=[O:132])[CH2:122][CH2:123][C:124]([OH:130])=[O:125])=[O:138])[CH2:116][CH2:115][CH2:114][CH2:113][NH:112][C:111](=[O:146])[CH2:110][N:72]([CH2:71][CH2:70][N:32]([CH2:33][C:34](=[O:69])[NH:35][CH2:36][CH2:37][CH2:38][CH2:39][C@H:40]([NH:41][C:42]([NH:43][C@H:44]([C:54]([OH:56])=[O:55])[CH2:45][CH2:46][C:47]([OH:49])=[O:48])=[O:61])[C:62]([OH:64])=[O:63])[CH2:31][C:30](=[O:147])[NH:29][CH2:28][CH2:27][CH2:26][CH2:25][C@@H:24]([C:148]([OH:150])=[O:149])[NH:23][C:22](=[O:155])[NH:21][C@H:11]([C:9]([OH:10])=[O:8])[CH2:12][CH2:13][C:14]([OH:20])=[O:15])[CH2:73][C:74](=[O:109])[NH:75][CH2:76][CH2:77][CH2:78][CH2:79][C@@H:80]([C:102]([OH:104])=[O:103])[NH:81][C:82](=[O:101])[NH:83][C@H:84]([C:94]([OH:96])=[O:95])[CH2:85][CH2:86][C:87]([OH:89])=[O:88])([OH:141])=[O:140]. The catalyst class is: 67.